Dataset: Forward reaction prediction with 1.9M reactions from USPTO patents (1976-2016). Task: Predict the product of the given reaction. (1) The product is: [Cl:49][C:50]1[CH:51]=[C:52]([N:56]2[C:60]([CH2:61][NH:62][C:13](=[O:15])[CH:12]([C:4]3[CH:5]=[CH:6][C:7]([S:8]([CH3:11])(=[O:9])=[O:10])=[C:2]([F:1])[CH:3]=3)[CH3:16])=[CH:59][C:58]([C:63]([F:64])([F:65])[F:66])=[N:57]2)[CH:53]=[CH:54][CH:55]=1. Given the reactants [F:1][C:2]1[CH:3]=[C:4]([CH:12]([CH3:16])[C:13]([OH:15])=O)[CH:5]=[CH:6][C:7]=1[S:8]([CH3:11])(=[O:10])=[O:9].ON1C2C=CC=CC=2N=N1.F[B-](F)(F)F.C[N+](C)=C(N(C)C)O.C(N(C(C)C)C(C)C)C.[Cl:49][C:50]1[CH:51]=[C:52]([N:56]2[C:60]([CH2:61][NH2:62])=[CH:59][C:58]([C:63]([F:66])([F:65])[F:64])=[N:57]2)[CH:53]=[CH:54][CH:55]=1, predict the reaction product. (2) Given the reactants Cl.[CH3:2][O:3][C:4](=[O:7])[CH2:5][NH2:6].F[C:9]1[CH:14]=[CH:13][CH:12]=[C:11]([N+:15]([O-:17])=[O:16])[CH:10]=1.C(N(CC)CC)C, predict the reaction product. The product is: [N+:15]([C:11]1[CH:12]=[CH:13][CH:14]=[CH:9][C:10]=1[NH:6][CH2:5][C:4]([O:3][CH3:2])=[O:7])([O-:17])=[O:16]. (3) Given the reactants [NH2:1][OH:2].C(N(CC)CC)C.[Cl:10][C:11]1[CH:16]=[CH:15][C:14]([C:17]2[CH:18]=[CH:19][C:20]([C:23]#[C:24][C:25]3[CH:26]=[CH:27][C:28]([O:33][CH2:34][CH2:35][N:36]4[CH2:40][CH2:39][CH2:38][CH2:37]4)=[C:29]([CH:32]=3)[CH:30]=O)=[N:21][CH:22]=2)=[CH:13][CH:12]=1.C(#N)C, predict the reaction product. The product is: [Cl:10][C:11]1[CH:16]=[CH:15][C:14]([C:17]2[CH:18]=[CH:19][C:20]([C:23]#[C:24][C:25]3[CH:26]=[CH:27][C:28]([O:33][CH2:34][CH2:35][N:36]4[CH2:40][CH2:39][CH2:38][CH2:37]4)=[C:29]([CH:32]=3)[CH:30]=[N:1][OH:2])=[N:21][CH:22]=2)=[CH:13][CH:12]=1. (4) The product is: [N+:21]([C:24]1[CH:29]=[CH:28][C:27]([NH:30][C@H:31]2[CH2:36][CH2:35][C@H:34]([O:37][CH2:2][C:3]([N:5]3[CH2:10][CH2:9][N:8]([C:11]4[CH:16]=[CH:15][C:14]([C:17]([F:20])([F:19])[F:18])=[CH:13][CH:12]=4)[CH2:7][CH2:6]3)=[O:4])[CH2:33][CH2:32]2)=[CH:26][C:25]=1[C:38]([F:39])([F:40])[F:41])([O-:23])=[O:22]. Given the reactants Cl[CH2:2][C:3]([N:5]1[CH2:10][CH2:9][N:8]([C:11]2[CH:16]=[CH:15][C:14]([C:17]([F:20])([F:19])[F:18])=[CH:13][CH:12]=2)[CH2:7][CH2:6]1)=[O:4].[N+:21]([C:24]1[CH:29]=[CH:28][C:27]([NH:30][C@H:31]2[CH2:36][CH2:35][C@H:34]([OH:37])[CH2:33][CH2:32]2)=[CH:26][C:25]=1[C:38]([F:41])([F:40])[F:39])([O-:23])=[O:22].[H-].[Na+].O1CCCC1, predict the reaction product. (5) Given the reactants O=[C:2]1[C:10]2[C:5](=[CH:6][C:7]([C:11]#[N:12])=[CH:8][CH:9]=2)[CH2:4][CH2:3]1.Cl.[CH2:14]([C:18]1[CH:23]=[CH:22][C:21]([C:24]2[CH:29]=[CH:28][CH:27]=[C:26]([NH:30]N)[C:25]=2[F:32])=[CH:20][CH:19]=1)[CH2:15][CH2:16][CH3:17], predict the reaction product. The product is: [CH2:14]([C:18]1[CH:19]=[CH:20][C:21]([C:24]2[CH:29]=[CH:28][C:27]3[C:3]4[CH2:4][C:5]5[C:10](=[CH:9][CH:8]=[C:7]([C:11]#[N:12])[CH:6]=5)[C:2]=4[NH:30][C:26]=3[C:25]=2[F:32])=[CH:22][CH:23]=1)[CH2:15][CH2:16][CH3:17]. (6) The product is: [CH2:33]([NH:40][C:22](=[O:23])[C:21]1[CH:25]=[CH:26][C:18]([N:11]2[C:10](=[S:28])[N:9]([C:6]3[CH:7]=[N:8][C:3]([C:1]#[N:2])=[C:4]([C:29]([F:31])([F:30])[F:32])[CH:5]=3)[C:16](=[O:17])[C:12]32[CH2:15][CH2:14][CH2:13]3)=[CH:19][C:20]=1[F:27])[C:34]1[CH:39]=[CH:38][CH:37]=[CH:36][CH:35]=1. Given the reactants [C:1]([C:3]1[N:8]=[CH:7][C:6]([N:9]2[C:16](=[O:17])[C:12]3([CH2:15][CH2:14][CH2:13]3)[N:11]([C:18]3[CH:26]=[CH:25][C:21]([C:22](O)=[O:23])=[C:20]([F:27])[CH:19]=3)[C:10]2=[S:28])=[CH:5][C:4]=1[C:29]([F:32])([F:31])[F:30])#[N:2].[CH2:33]([NH2:40])[C:34]1[CH:39]=[CH:38][CH:37]=[CH:36][CH:35]=1.CN(C(ON1N=NC2C=CC=NC1=2)=[N+](C)C)C.F[P-](F)(F)(F)(F)F.CCN(C(C)C)C(C)C, predict the reaction product. (7) The product is: [N:12]12[CH2:17][CH2:16][CH:15]([CH2:18][CH2:19]1)[C@@H:14]([NH:20][C:21]([C:23]1[O:24][C:25]3[CH:31]=[C:30]([C:4]4[CH:5]=[CH:6][CH:7]=[CH:8][C:3]=4[CH2:2][OH:1])[CH:29]=[CH:28][C:26]=3[CH:27]=1)=[O:22])[CH2:13]2. Given the reactants [OH:1][CH2:2][C:3]1[CH:8]=[CH:7][CH:6]=[CH:5][C:4]=1B(O)O.[N:12]12[CH2:19][CH2:18][CH:15]([CH2:16][CH2:17]1)[C@@H:14]([NH:20][C:21]([C:23]1[O:24][C:25]3[CH:31]=[C:30](Br)[CH:29]=[CH:28][C:26]=3[CH:27]=1)=[O:22])[CH2:13]2.[OH-].[Na+], predict the reaction product. (8) Given the reactants [Cl:1][C:2]1[CH:10]=[CH:9][C:5]([C:6]([OH:8])=[O:7])=[CH:4][C:3]=1[O:11][C:12]([F:15])([F:14])[F:13].[CH2:16](OC(=O)C1C=CC(Br)=C(C(F)(F)F)C=1)[CH3:17], predict the reaction product. The product is: [CH2:16]([O:7][C:6](=[O:8])[C:5]1[CH:9]=[CH:10][C:2]([Cl:1])=[C:3]([O:11][C:12]([F:14])([F:13])[F:15])[CH:4]=1)[CH3:17].